The task is: Predict which catalyst facilitates the given reaction.. This data is from Catalyst prediction with 721,799 reactions and 888 catalyst types from USPTO. (1) Reactant: [NH:1]([C:3](=[O:14])[C@H:4]([NH:6][C:7](=[O:13])[O:8][C:9]([CH3:12])([CH3:11])[CH3:10])[CH3:5])[NH2:2].CCN(C(C)C)C(C)C.[F:24][C:25]([F:36])([F:35])[C:26](O[C:26](=[O:27])[C:25]([F:36])([F:35])[F:24])=[O:27]. The catalyst class is: 10. Product: [O:14]=[C:3]([NH:1][NH:2][C:26](=[O:27])[C:25]([F:36])([F:35])[F:24])[C@H:4]([NH:6][C:7](=[O:13])[O:8][C:9]([CH3:10])([CH3:12])[CH3:11])[CH3:5]. (2) Reactant: [Cl:1][C:2]1[N:11]=[C:10](Cl)[C:9]2[C:4](=[CH:5][CH:6]=[CH:7][CH:8]=2)[N:3]=1.[CH3:13][NH2:14].C([O-])(O)=O.[Na+]. Product: [Cl:1][C:2]1[N:11]=[C:10]([NH:14][CH3:13])[C:9]2[C:4](=[CH:5][CH:6]=[CH:7][CH:8]=2)[N:3]=1. The catalyst class is: 1. (3) Reactant: CN1C2C=CC=C(N)C=2C=C1C.[NH2:13][C@@H:14]([CH2:38][CH:39]([F:41])[F:40])[CH2:15][NH:16][C:17]1[N:22]=[C:21]([NH:23][C:24]2[CH:32]=[CH:31][CH:30]=[C:29]3[C:25]=2[CH:26]=[CH:27][N:28]3[CH2:33][CH3:34])[C:20]([C:35]([NH2:37])=[O:36])=[CH:19][N:18]=1.B(Br)(Br)Br. Product: [NH2:13][C@@H:14]([CH2:38][CH:39]([F:41])[F:40])[CH2:15][NH:16][C:17]1[N:22]=[C:21]([NH:23][C:24]2[CH:32]=[CH:31][CH:30]=[C:29]3[C:25]=2[CH:26]=[C:33]([CH3:34])[N:28]3[CH3:27])[C:20]([C:35]([NH2:37])=[O:36])=[CH:19][N:18]=1. The catalyst class is: 2. (4) Reactant: [F:1][C:2]1[CH:7]=[CH:6][C:5]([C@@H:8]2[CH2:12][N:11]([S:13]([C:16]3[N:17]=[CH:18][N:19]([CH3:21])[CH:20]=3)(=[O:15])=[O:14])[CH2:10][C@H:9]2[CH:22]=O)=[CH:4][CH:3]=1.[C:24](Br)(Br)([Br:26])[Br:25].C1(P(C2C=CC=CC=2)C2C=CC=CC=2)C=CC=CC=1. Product: [Br:25][C:24]([Br:26])=[CH:22][C@H:9]1[C@H:8]([C:5]2[CH:6]=[CH:7][C:2]([F:1])=[CH:3][CH:4]=2)[CH2:12][N:11]([S:13]([C:16]2[N:17]=[CH:18][N:19]([CH3:21])[CH:20]=2)(=[O:15])=[O:14])[CH2:10]1. The catalyst class is: 4. (5) Reactant: [ClH:1].[CH3:2][C:3]1[N:8]=[C:7]([C:9]2[C:10](=[O:16])[NH:11][C:12](=[O:15])[NH:13][CH:14]=2)[CH:6]=[CH:5][CH:4]=1.[Cl:17][CH2:18][CH2:19][CH2:20][N:21]1[CH2:26][C@H:25]2[C@:23]([C:27]3[CH:32]=[CH:31][C:30]([C:33]([F:36])([F:35])[F:34])=[CH:29][CH:28]=3)([CH2:24]2)[CH2:22]1.CCN(C(C)C)C(C)C.Cl.O1CCOCC1. Product: [ClH:17].[ClH:1].[CH3:2][C:3]1[N:8]=[C:7]([C:9]2[C:10](=[O:16])[NH:11][C:12](=[O:15])[N:13]([CH2:18][CH2:19][CH2:20][N:21]3[CH2:26][C@H:25]4[C@:23]([C:27]5[CH:32]=[CH:31][C:30]([C:33]([F:36])([F:34])[F:35])=[CH:29][CH:28]=5)([CH2:24]4)[CH2:22]3)[CH:14]=2)[CH:6]=[CH:5][CH:4]=1. The catalyst class is: 58. (6) Reactant: [NH2:1][C@H:2]([C:4]1[N:13]([CH:14]2[CH2:16][CH2:15]2)[C:12](=[O:17])[C:11]2[C:6](=[CH:7][CH:8]=[CH:9][C:10]=2[Cl:18])[N:5]=1)[CH3:3].Cl[C:20]1[N:25]=[CH:24][N:23]=[C:22]([NH2:26])[C:21]=1[C:27]1[O:31][N:30]=[C:29]([CH3:32])[N:28]=1.CCN(C(C)C)C(C)C.CCOC(C)=O. Product: [NH2:26][C:22]1[N:23]=[CH:24][N:25]=[C:20]([NH:1][C@H:2]([C:4]2[N:13]([CH:14]3[CH2:16][CH2:15]3)[C:12](=[O:17])[C:11]3[C:6](=[CH:7][CH:8]=[CH:9][C:10]=3[Cl:18])[N:5]=2)[CH3:3])[C:21]=1[C:27]1[O:31][N:30]=[C:29]([CH3:32])[N:28]=1. The catalyst class is: 114. (7) Reactant: [CH3:1][N:2]1[C:6]([CH2:7][CH2:8][O:9]C2C=CC(C3CCN(C4C=CC5N(C(C(F)(F)F)=NN=5)N=4)CC3)=CC=2)=[CH:5][CH:4]=[N:3]1.C([Li])CCC.CN1C=CC=N1.O1CC1. Product: [CH3:1][N:2]1[C:6]([CH2:7][CH2:8][OH:9])=[CH:5][CH:4]=[N:3]1. The catalyst class is: 76. (8) Reactant: Br[C:2]1[C:3]([C:16]2[CH:21]=[CH:20][CH:19]=[CH:18][CH:17]=2)=[N:4][C:5]2[C:10]([N:11]=1)=[CH:9][C:8]([C:12]([O:14][CH3:15])=[O:13])=[CH:7][CH:6]=2.[NH:22]1[CH2:27][CH2:26][O:25][CH2:24][CH2:23]1.CCN(C(C)C)C(C)C. Product: [O:25]1[CH2:26][CH2:27][N:22]([C:2]2[C:3]([C:16]3[CH:21]=[CH:20][CH:19]=[CH:18][CH:17]=3)=[N:4][C:5]3[C:10]([N:11]=2)=[CH:9][C:8]([C:12]([O:14][CH3:15])=[O:13])=[CH:7][CH:6]=3)[CH2:23][CH2:24]1. The catalyst class is: 9.